Dataset: Full USPTO retrosynthesis dataset with 1.9M reactions from patents (1976-2016). Task: Predict the reactants needed to synthesize the given product. (1) Given the product [F:42][C:2]([F:1])([F:41])[C@H:3]([N:28]1[CH2:32][CH2:31][C@H:30]([NH2:33])[CH2:29]1)[C:4]1[CH:5]=[CH:6][C:7]2[N:8]([C:10]([C:13]3[CH:22]=[CH:21][C:20]4[C:15](=[CH:16][C:17]([O:24][CH:25]([CH3:27])[CH3:26])=[C:18]([F:23])[CH:19]=4)[N:14]=3)=[N:11][N:12]=2)[CH:9]=1, predict the reactants needed to synthesize it. The reactants are: [F:1][C:2]([F:42])([F:41])[C@H:3]([N:28]1[CH2:32][CH2:31][C@H:30]([NH:33]C(=O)OC(C)(C)C)[CH2:29]1)[C:4]1[CH:5]=[CH:6][C:7]2[N:8]([C:10]([C:13]3[CH:22]=[CH:21][C:20]4[C:15](=[CH:16][C:17]([O:24][CH:25]([CH3:27])[CH3:26])=[C:18]([F:23])[CH:19]=4)[N:14]=3)=[N:11][N:12]=2)[CH:9]=1. (2) Given the product [OH:15][CH2:14][CH2:13][NH:12][C:9]1[N:10]=[CH:11][C:6]([NH:5][C:17](=[O:18])[O:19][C:20]2[CH:25]=[CH:24][CH:23]=[CH:22][CH:21]=2)=[CH:7][CH:8]=1, predict the reactants needed to synthesize it. The reactants are: CC(C)=O.[NH2:5][C:6]1[CH:7]=[CH:8][C:9]([NH:12][CH2:13][CH2:14][OH:15])=[N:10][CH:11]=1.Cl[C:17]([O:19][C:20]1[CH:25]=[CH:24][CH:23]=[CH:22][CH:21]=1)=[O:18]. (3) Given the product [CH3:1][C:2]1([NH:22][C:23]2[CH:33]=[CH:25][C:26]([C:29]([F:30])([F:32])[F:31])=[CH:27][N:28]=2)[CH2:6][CH2:5][CH2:4][CH:3]1[NH:7][C:8]([C:10]1[C:15]([C:16]2[N:17]=[CH:18][CH:19]=[CH:20][N:21]=2)=[CH:14][CH:13]=[CH:12][N:11]=1)=[O:9], predict the reactants needed to synthesize it. The reactants are: [CH3:1][C:2]1([NH:22][C:23]2[N:28]=[CH:27][C:26]([C:29]([F:32])([F:31])[F:30])=[CH:25]N=2)[CH2:6][CH2:5][CH2:4][CH:3]1[NH:7][C:8]([C:10]1[C:15]([C:16]2[N:21]=[CH:20][CH:19]=[CH:18][N:17]=2)=[CH:14][CH:13]=[CH:12][N:11]=1)=[O:9].[CH3:33]C1(NC2C=CC(C(F)(F)F)=CN=2)CCCC1N.N1C=CC=NC=1C1C(C(O)=O)=NC=CC=1.C(N(CC)CC)C. (4) Given the product [NH2:8][C:7]1[C:2]([F:1])=[CH:3][C:4]([CH3:18])=[C:5]([C:11](=[O:17])[C:12]([O:14][CH2:15][CH3:16])=[O:13])[CH:6]=1, predict the reactants needed to synthesize it. The reactants are: [F:1][C:2]1[C:7]([N+:8]([O-])=O)=[CH:6][C:5]([C:11](=[O:17])[C:12]([O:14][CH2:15][CH3:16])=[O:13])=[C:4]([CH3:18])[CH:3]=1.